From a dataset of Full USPTO retrosynthesis dataset with 1.9M reactions from patents (1976-2016). Predict the reactants needed to synthesize the given product. (1) Given the product [CH2:17]([C@H:24]1[CH2:28][N:27]([C:14](=[O:16])[CH2:13][CH:4]2[C:5](=[O:12])[C:6]3[C:11](=[CH:10][CH:9]=[CH:8][CH:7]=3)[C:3]2=[O:2])[C@H:26]([C:29]([NH:31][C:32]2[CH:37]=[CH:36][C:35]([O:38][C:39]3[CH:40]=[CH:41][C:42]([F:45])=[CH:43][CH:44]=3)=[CH:34][CH:33]=2)=[O:30])[CH2:25]1)[C:18]1[CH:19]=[CH:20][CH:21]=[CH:22][CH:23]=1, predict the reactants needed to synthesize it. The reactants are: Cl.[O:2]=[C:3]1[C:11]2[C:6](=[CH:7][CH:8]=[CH:9][CH:10]=2)[C:5](=[O:12])[CH:4]1[CH2:13][C:14]([OH:16])=O.[CH2:17]([C@H:24]1[CH2:28][NH:27][C@H:26]([C:29]([NH:31][C:32]2[CH:37]=[CH:36][C:35]([O:38][C:39]3[CH:44]=[CH:43][C:42]([F:45])=[CH:41][CH:40]=3)=[CH:34][CH:33]=2)=[O:30])[CH2:25]1)[C:18]1[CH:23]=[CH:22][CH:21]=[CH:20][CH:19]=1. (2) Given the product [CH:1]1([N:7]2[CH2:11][C@@H:10]([C:12]3[CH:17]=[CH:16][S:37][CH:13]=3)[N:9]([CH:18]3[CH2:19][CH2:20][NH:21][CH2:22][CH2:23]3)[C:8]2=[O:24])[CH2:6][CH2:5][CH2:4][CH2:2]1, predict the reactants needed to synthesize it. The reactants are: [CH:1]1([N:7]2[CH2:11][C@@H:10]([C:12]3[CH:17]=[CH:16]C=C[CH:13]=3)[N:9]([CH:18]3[CH2:23][CH2:22][NH:21][CH2:20][CH2:19]3)[C:8]2=[O:24])[CH2:6][CH2:5][CH2:4]C[CH2:2]1.C(OC(=O)N[C@H](C1C=C[S:37]C=1)CN)(C)(C)C.C(OC(=O)N[C@H](C1C=CC=CC=1)CN)(C)(C)C.C1(=O)CCCC1.C1(=O)CCCCC1. (3) Given the product [Cl:1][C:2]1[S:6][C:5]([S:7]([NH:10][C:11]2[C:19]3[C:14](=[CH:15][C:16]([F:22])=[CH:17][C:18]=3[O:20][CH3:21])[N:13]([CH2:23][C:24]3[CH:25]=[C:26]([CH:27]=[CH:28][CH:29]=3)[C:30]([OH:54])=[O:50])[N:12]=2)(=[O:9])=[O:8])=[CH:4][CH:3]=1, predict the reactants needed to synthesize it. The reactants are: [Cl:1][C:2]1[S:6][C:5]([S:7]([N:10](S(C2SC(Cl)=CC=2)(=O)=O)[C:11]2[C:19]3[C:14](=[CH:15][C:16]([F:22])=[CH:17][C:18]=3[O:20][CH3:21])[N:13]([CH2:23][C:24]3[CH:29]=[CH:28][CH:27]=[C:26]([C:30]#N)[CH:25]=3)[N:12]=2)(=[O:9])=[O:8])=[CH:4][CH:3]=1.S1C=CC=C1S(N)(=O)=O.[OH-:50].[Na+].Cl.C[OH:54]. (4) Given the product [CH2:8]([O:7][C@H:6]1[C@H:15]([O:16][CH2:17][C:18]2[CH:19]=[CH:20][CH:21]=[CH:22][CH:23]=2)[C@@H:24]([CH2:26][O:27][CH2:28][C:29]2[CH:34]=[CH:33][CH:32]=[CH:31][CH:30]=2)[S:25][CH:5]1[N:35]1[CH:42]=[CH:41][C:39]([NH2:40])=[N:38][C:36]1=[O:37])[C:9]1[CH:10]=[CH:11][CH:12]=[CH:13][CH:14]=1, predict the reactants needed to synthesize it. The reactants are: C(O[CH:5]1[S:25][C@H:24]([CH2:26][O:27][CH2:28][C:29]2[CH:34]=[CH:33][CH:32]=[CH:31][CH:30]=2)[C@@H:15]([O:16][CH2:17][C:18]2[CH:23]=[CH:22][CH:21]=[CH:20][CH:19]=2)[C@@H:6]1[O:7][CH2:8][C:9]1[CH:14]=[CH:13][CH:12]=[CH:11][CH:10]=1)(=O)C.[NH:35]1[CH:42]=[CH:41][C:39]([NH2:40])=[N:38][C:36]1=[O:37].C(#N)C.C[Si](C)(C)N[Si](C)(C)C.Cl[Si](C)(C)C.C[Si](OS(C(F)(F)F)(=O)=O)(C)C. (5) Given the product [CH3:16][O:17][CH2:18][O:9][C:8]1[C:3]([C:1]#[N:2])=[N:4][CH:5]=[CH:6][CH:7]=1, predict the reactants needed to synthesize it. The reactants are: [C:1]([C:3]1[C:8]([OH:9])=[CH:7][CH:6]=[CH:5][N:4]=1)#[N:2].C(O[K])(C)(C)C.[CH3:16][O:17][CH2:18]Cl. (6) Given the product [C:8]([O:12][C:6]([NH:5][S:2]([NH:32][C:28]1[CH:29]=[CH:30][CH:31]=[C:26]([C:22]2[N:21]=[C:20]([C:18]3[CH:17]=[C:16]([C:33]4[CH:38]=[CH:37][C:36]([C:39]([F:42])([F:41])[F:40])=[CH:35][CH:34]=4)[CH:15]=[C:14]([CH3:13])[N:19]=3)[CH:25]=[CH:24][CH:23]=2)[CH:27]=1)(=[O:4])=[O:3])=[O:7])([CH3:11])([CH3:10])[CH3:9], predict the reactants needed to synthesize it. The reactants are: Cl[S:2]([N:5]=[C:6]=[O:7])(=[O:4])=[O:3].[C:8]([OH:12])([CH3:11])([CH3:10])[CH3:9].[CH3:13][C:14]1[N:19]=[C:18]([C:20]2[CH:25]=[CH:24][CH:23]=[C:22]([C:26]3[CH:27]=[C:28]([NH2:32])[CH:29]=[CH:30][CH:31]=3)[N:21]=2)[CH:17]=[C:16]([C:33]2[CH:38]=[CH:37][C:36]([C:39]([F:42])([F:41])[F:40])=[CH:35][CH:34]=2)[CH:15]=1.C(N(CC)CC)C. (7) Given the product [C:7]([O:35][CH2:34][C:13]1[C:14]([N:18]2[CH:27]=[CH:26][C:25]3[C:20](=[C:21]([F:32])[CH:22]=[C:23]([C:28]([CH3:30])([CH3:31])[CH3:29])[CH:24]=3)[C:19]2=[O:33])=[CH:15][CH:16]=[CH:17][C:12]=1[Cl:11])(=[O:9])[CH3:8], predict the reactants needed to synthesize it. The reactants are: N1C=CC=CC=1.[C:7](Cl)(=[O:9])[CH3:8].[Cl:11][C:12]1[C:13]([CH2:34][OH:35])=[C:14]([N:18]2[CH:27]=[CH:26][C:25]3[C:20](=[C:21]([F:32])[CH:22]=[C:23]([C:28]([CH3:31])([CH3:30])[CH3:29])[CH:24]=3)[C:19]2=[O:33])[CH:15]=[CH:16][CH:17]=1.O.